Binary Classification. Given a miRNA mature sequence and a target amino acid sequence, predict their likelihood of interaction. From a dataset of Experimentally validated miRNA-target interactions with 360,000+ pairs, plus equal number of negative samples. (1) The miRNA is hsa-miR-452-3p with sequence CUCAUCUGCAAAGAAGUAAGUG. The protein sequence of the target gene is MDYPTLLLALLHVYRALCEEVLWHTSVPFAENMSLECVYPSMGILTQVEWFKIGTQQDSIAIFSPTHGMVIRKPYAERVYFLNSTMASNNMTLFFRNASEDDVGYYSCSLYTYPQGTWQKVIQVVQSDSFEAAVPSNSHIVSEPGKNVTLTCQPQMTWPVQAVRWEKIQPRQIDLLTYCNLVHGRNFTSKFPRQIVSNCSHGRWSVIVIPDVTVSDSGLYRCYLQASAGENETFVMRLTVAEGKTDNQYTLFVAGGTVLLLLFVISITTIIVIFLNRRRRRERRDLFTESWDTQKAPNNY.... Result: 0 (no interaction). (2) The miRNA is hsa-miR-6124 with sequence GGGAAAAGGAAGGGGGAGGA. The protein sequence of the target gene is MRYRLAWLLHPALPSTFRSVLGARLPPPERLCGFQKKTYSKMNNPAIKRIGNHITKSPEDKREYRGLELANGIKVLLISDPTTDKSSAALDVHIGSLSDPPNIAGLSHFCEHMLFLGTKKYPKENEYSQFLSEHAGSSNAFTSGEHTNYYFDVSHEHLEGALDRFAQFFLCPLFDESCKDREVNAVDSEHEKNVMNDAWRLFQLEKATGNPKHPFSKFGTGNKYTLETRPNQEGIDVRQELLKFHSAYYSSNLMAVCVLGRESLDDLTNLVVKLFSEVENKNVPLPEFPEHPFQEEHLKQ.... Result: 0 (no interaction). (3) The miRNA is hsa-miR-5091 with sequence ACGGAGACGACAAGACUGUGCUG. The protein sequence of the target gene is MDVPARVSRRAAAAAARMLLRTARVPRECWFLPTALLCAYGFFANLRPSEPFLTPYLLGPDKNLTERQVYNEIYPVWTYSYLLLLFPVFLATDYLRYKPVILLQGLSLIVTWFMLLYAQGLLAIQFLEFFYGIATATEIAYYSYIYTVVDLGMYQKVTSYCRSATLVGFTVGSVLGQILVSVVGWSLFSLNVISLTCVSVAFAVAWFLPMPQKSLFFHHIPSSCHGVNGLKVQNGGIVTDTPAANHLPGWEDIESKIPLNLDEPPVEEPEEPKPDRLRVFRVLWNDFLMCYSSRPLLCWS.... Result: 0 (no interaction).